This data is from Retrosynthesis with 50K atom-mapped reactions and 10 reaction types from USPTO. The task is: Predict the reactants needed to synthesize the given product. (1) The reactants are: COC(=O)c1cccc2nc([C@H](C)NC(=O)OCc3ccccc3)c(-c3cccnc3)n12. Given the product COC(=O)c1cccc2nc([C@H](C)N)c(-c3cccnc3)n12, predict the reactants needed to synthesize it. (2) Given the product CCOC(=O)CCC=O, predict the reactants needed to synthesize it. The reactants are: CCOC(=O)CCC(=O)Cl. (3) Given the product C[C@H]1CC[C@H](N(C(=O)Nc2ncc(CO)s2)C2CCCCC2)CC1, predict the reactants needed to synthesize it. The reactants are: C[C@H]1CC[C@H](N(C(=O)Nc2ncc(C=O)s2)C2CCCCC2)CC1. (4) Given the product CC(C)(C)OC(=O)N1Cc2ncnc(Oc3ccc4c(ccn4C(=O)Nc4cc(C5(C=O)CC5)on4)c3)c2C1, predict the reactants needed to synthesize it. The reactants are: CC(C)(C)OC(=O)N1Cc2ncnc(Oc3ccc4c(ccn4C(=O)Nc4cc(C5(CO)CC5)on4)c3)c2C1.